From a dataset of Reaction yield outcomes from USPTO patents with 853,638 reactions. Predict the reaction yield, written as a fraction of the theoretical maximum amount of product (1.0 means a 100% yield; for example, 0.34 means a 34% yield). (1) The reactants are Br.Br[CH2:3][C:4]1[N:5]=[C:6]2[C:11](=[N:12][CH:13]=1)[N:10]=[C:9]([NH2:14])[N:8]=[C:7]2[NH2:15].[C:16]([O:20][C:21](=[O:32])[CH:22]([NH2:31])[CH2:23][C:24]1[CH:29]=[CH:28][C:27]([OH:30])=[CH:26][CH:25]=1)([CH3:19])([CH3:18])[CH3:17].C(=O)(O)[O-]. The catalyst is CN(C)C(=O)C. The product is [C:16]([O:20][C:21](=[O:32])[CH:22]([NH:31][CH2:3][C:4]1[N:5]=[C:6]2[C:11](=[N:12][CH:13]=1)[N:10]=[C:9]([NH2:14])[N:8]=[C:7]2[NH2:15])[CH2:23][C:24]1[CH:25]=[CH:26][C:27]([OH:30])=[CH:28][CH:29]=1)([CH3:19])([CH3:17])[CH3:18]. The yield is 0.710. (2) The reactants are FC(F)(F)C(O)=O.[Cl:8][C:9]1[CH:14]=[CH:13][C:12]([C:15]2[S:16][C:17]([C:21]([NH:23][CH2:24][CH:25]3[O:30][CH2:29][CH2:28][N:27]([C:31]4[CH:43]=[CH:42][CH:41]=[CH:40][C:32]=4[C:33]([O:35]C(C)(C)C)=[O:34])[CH2:26]3)=[O:22])=[C:18]([CH3:20])[N:19]=2)=[CH:11][CH:10]=1. The catalyst is ClCCl. The product is [Cl:8][C:9]1[CH:14]=[CH:13][C:12]([C:15]2[S:16][C:17]([C:21]([NH:23][CH2:24][CH:25]3[O:30][CH2:29][CH2:28][N:27]([C:31]4[CH:43]=[CH:42][CH:41]=[CH:40][C:32]=4[C:33]([OH:35])=[O:34])[CH2:26]3)=[O:22])=[C:18]([CH3:20])[N:19]=2)=[CH:11][CH:10]=1. The yield is 0.780. (3) The reactants are [N+:1]([C:4]1[CH:8]=[CH:7][NH:6][N:5]=1)([O-:3])=[O:2].[H-].[Na+].[Cl:11][C:12]1[CH:19]=[CH:18][C:15]([CH2:16]Br)=[CH:14][CH:13]=1. The catalyst is CN(C)C=O. The product is [Cl:11][C:12]1[CH:19]=[CH:18][C:15]([CH2:16][N:6]2[CH:7]=[CH:8][C:4]([N+:1]([O-:3])=[O:2])=[N:5]2)=[CH:14][CH:13]=1. The yield is 0.820.